From a dataset of Full USPTO retrosynthesis dataset with 1.9M reactions from patents (1976-2016). Predict the reactants needed to synthesize the given product. (1) Given the product [OH:1][C@H:2]1[CH2:6][C@@H:5]([CH3:7])[N:4]([C:12]([O:14][CH2:15][C:16]2[CH:21]=[CH:20][CH:19]=[CH:18][CH:17]=2)=[O:13])[C@H:3]1[CH3:22], predict the reactants needed to synthesize it. The reactants are: [OH:1][C@H:2]1[CH2:6][C@@H:5]([CH2:7][Si](C)(C)C)[N:4]([C:12]([O:14][CH2:15][C:16]2[CH:21]=[CH:20][CH:19]=[CH:18][CH:17]=2)=[O:13])[C@H:3]1[CH3:22].CC(C)([O-])C.[K+].C1OCCOCCOCCOCCOCCOC1.O. (2) The reactants are: C1(P(C2C=CC=CC=2)C2C=CC=CC=2)C=CC=CC=1.[N:20]1([CH:25](O)[CH3:26])[CH2:24][CH2:23][CH2:22][CH2:21]1.CCOC(/N=N/C(OCC)=O)=O.O1CCCCC1[N:46]1[C:54]2[C:49](=[CH:50][C:51]([C:55]3[N:59]=[CH:58][N:57](C(C4C=CC=CC=4)(C4C=CC=CC=4)C4C=CC=CC=4)[N:56]=3)=[CH:52][CH:53]=2)[C:48]([C:79]2[CH:80]=[C:81]([OH:85])[CH:82]=[CH:83][CH:84]=2)=[N:47]1.Cl. Given the product [NH:56]1[C:55]([C:51]2[CH:50]=[C:49]3[C:54](=[CH:53][CH:52]=2)[NH:46][N:47]=[C:48]3[C:79]2[CH:84]=[CH:83][CH:82]=[C:81]([O:85][CH2:26][CH2:25][N:20]3[CH2:24][CH2:23][CH2:22][CH2:21]3)[CH:80]=2)=[N:59][CH:58]=[N:57]1, predict the reactants needed to synthesize it. (3) Given the product [C:33]([O:37][C:38](=[O:60])[NH:39][C:40]1[CH:45]=[CH:44][C:43]([C:28]2[CH:29]=[CH:30][C:25]([C:23]3[N:24]=[C:20]([C@@H:19]4[CH2:18][C:13]5([O:17][CH2:16][CH2:15][O:14]5)[CH2:12][N:11]4[C:9](=[O:10])[C@@H:5]([NH:4][C:3]([O:2][CH3:1])=[O:32])[CH:6]([CH3:8])[CH3:7])[NH:21][CH:22]=3)=[CH:26][CH:27]=2)=[C:42]([O:55][C:56]([F:58])([F:59])[F:57])[CH:41]=1)([CH3:36])([CH3:34])[CH3:35], predict the reactants needed to synthesize it. The reactants are: [CH3:1][O:2][C:3](=[O:32])[NH:4][C@H:5]([C:9]([N:11]1[C@H:19]([C:20]2[NH:21][CH:22]=[C:23]([C:25]3[CH:30]=[CH:29][C:28](Br)=[CH:27][CH:26]=3)[N:24]=2)[CH2:18][C:13]2([O:17][CH2:16][CH2:15][O:14]2)[CH2:12]1)=[O:10])[CH:6]([CH3:8])[CH3:7].[C:33]([O:37][C:38](=[O:60])[NH:39][C:40]1[CH:45]=[CH:44][C:43](B2OC(C)(C)C(C)(C)O2)=[C:42]([O:55][C:56]([F:59])([F:58])[F:57])[CH:41]=1)([CH3:36])([CH3:35])[CH3:34].C(=O)([O-])[O-].[Na+].[Na+].C(OCC)(=O)C. (4) Given the product [CH3:14][O:13][C:10]1[CH:9]=[CH:8][C:7]([CH2:6][C:5]2[S:1][C:2]3[CH:19]=[CH:18][CH:17]=[CH:16][C:3]=3[CH:4]=2)=[CH:12][CH:11]=1, predict the reactants needed to synthesize it. The reactants are: [S:1]1[C:5]([CH:6](O)[C:7]2[CH:12]=[CH:11][C:10]([O:13][CH3:14])=[CH:9][CH:8]=2)=[CH:4][C:3]2[CH:16]=[CH:17][CH:18]=[CH:19][C:2]1=2.C([SiH](CC)CC)C.C(O)(C(F)(F)F)=O. (5) Given the product [CH3:1][O:2][CH:3]([O:19][CH3:20])[C@@:4]1([CH3:18])[C@H:9]([OH:10])[C@@H:8]([N:28]([C:25]2[CH:26]=[CH:27][C:22]([Br:21])=[CH:23][CH:24]=2)[CH2:29][C:30]2[NH:31][CH:32]=[CH:33][N:34]=2)[C:7]2[CH:11]=[C:12]([N+:15]([O-:17])=[O:16])[CH:13]=[CH:14][C:6]=2[O:5]1, predict the reactants needed to synthesize it. The reactants are: [CH3:1][O:2][CH:3]([O:19][CH3:20])[C@@:4]1([CH3:18])[C@@H:9]2[O:10][C@@H:8]2[C:7]2[CH:11]=[C:12]([N+:15]([O-:17])=[O:16])[CH:13]=[CH:14][C:6]=2[O:5]1.[Br:21][C:22]1[CH:27]=[CH:26][C:25]([NH:28][CH2:29][C:30]2[NH:31][CH:32]=[CH:33][N:34]=2)=[CH:24][CH:23]=1. (6) Given the product [O:66]=[C:50]([O:49][CH2:48][CH2:47][N:26]([CH2:27][CH2:28][O:29][C:30](=[O:46])[CH2:31][CH2:32][CH2:33][CH2:34][CH2:35][CH2:36][CH2:37][CH2:38][CH2:39][CH2:40][CH2:41][CH2:42][CH2:43][CH2:44][CH3:45])[C:24](=[O:25])[CH2:23][N:20]1[CH2:21][CH2:22][N:11]([CH2:10][C:9]([OH:89])=[O:8])[CH2:12][CH2:13][N:14]([CH2:78][C:79]([OH:81])=[O:80])[CH2:15][CH2:16][N:17]([CH2:67][C:68]([OH:70])=[O:69])[CH2:18][CH2:19]1)[CH2:51][CH2:52][CH2:53][CH2:54][CH2:55][CH2:56][CH2:57][CH2:58][CH2:59][CH2:60][CH2:61][CH2:62][CH2:63][CH2:64][CH3:65], predict the reactants needed to synthesize it. The reactants are: C1(C[O:8][C:9](=[O:89])[CH2:10][N:11]2[CH2:22][CH2:21][N:20]([CH2:23][C:24]([N:26]([CH2:47][CH2:48][O:49][C:50](=[O:66])[CH2:51][CH2:52][CH2:53][CH2:54][CH2:55][CH2:56][CH2:57][CH2:58][CH2:59][CH2:60][CH2:61][CH2:62][CH2:63][CH2:64][CH3:65])[CH2:27][CH2:28][O:29][C:30](=[O:46])[CH2:31][CH2:32][CH2:33][CH2:34][CH2:35][CH2:36][CH2:37][CH2:38][CH2:39][CH2:40][CH2:41][CH2:42][CH2:43][CH2:44][CH3:45])=[O:25])[CH2:19][CH2:18][N:17]([CH2:67][C:68]([O:70]CC3C=CC=CC=3)=[O:69])[CH2:16][CH2:15][N:14]([CH2:78][C:79]([O:81]CC3C=CC=CC=3)=[O:80])[CH2:13][CH2:12]2)C=CC=CC=1. (7) Given the product [CH2:21]([O:20][P:19]([CH2:2][C:3]1[CH:8]=[CH:7][C:6]([CH2:9][P:19]([O:20][CH2:21][CH3:22])([O:23][CH2:24][CH3:25])=[O:26])=[CH:5][C:4]=1[C:11]1[CH:16]=[C:15]([CH3:17])[CH:14]=[CH:13][C:12]=1[CH3:18])(=[O:26])[O:23][CH2:24][CH3:25])[CH3:22], predict the reactants needed to synthesize it. The reactants are: Cl[CH2:2][C:3]1[CH:8]=[CH:7][C:6]([CH2:9]Cl)=[CH:5][C:4]=1[C:11]1[CH:16]=[C:15]([CH3:17])[CH:14]=[CH:13][C:12]=1[CH3:18].[P:19]([O:26]CC)([O:23][CH2:24][CH3:25])[O:20][CH2:21][CH3:22].